From a dataset of Peptide-MHC class I binding affinity with 185,985 pairs from IEDB/IMGT. Regression. Given a peptide amino acid sequence and an MHC pseudo amino acid sequence, predict their binding affinity value. This is MHC class I binding data. (1) The peptide sequence is RSLFNTVAVLY. The MHC is HLA-A02:01 with pseudo-sequence HLA-A02:01. The binding affinity (normalized) is 0.426. (2) The peptide sequence is AIALGVATA. The MHC is HLA-B15:01 with pseudo-sequence HLA-B15:01. The binding affinity (normalized) is 0.353. (3) The peptide sequence is NMDKAVKLY. The MHC is HLA-A02:16 with pseudo-sequence HLA-A02:16. The binding affinity (normalized) is 0.0847. (4) The peptide sequence is RISSIPVEY. The MHC is HLA-A03:01 with pseudo-sequence HLA-A03:01. The binding affinity (normalized) is 0.386. (5) The peptide sequence is RSHAAIGAY. The MHC is HLA-A03:01 with pseudo-sequence HLA-A03:01. The binding affinity (normalized) is 0.469. (6) The peptide sequence is NVMDPMHGA. The MHC is HLA-B46:01 with pseudo-sequence HLA-B46:01. The binding affinity (normalized) is 0.0847. (7) The peptide sequence is LKYYFTSAV. The MHC is H-2-Kb with pseudo-sequence H-2-Kb. The binding affinity (normalized) is 0.324.